Task: Predict the reactants needed to synthesize the given product.. Dataset: Full USPTO retrosynthesis dataset with 1.9M reactions from patents (1976-2016) (1) Given the product [CH3:25][C:5]1[CH:4]=[CH:3][C:2]([NH:1][C:31]([C:28]2[CH:29]=[CH:30][O:26][CH:27]=2)=[O:32])=[CH:7][C:6]=1[NH:8][C:9]1[CH:10]=[C:11]2[C:15](=[CH:16][CH:17]=1)[C:14](=[O:18])[N:13]([C:19]1[CH:24]=[CH:23][CH:22]=[CH:21][CH:20]=1)[CH2:12]2, predict the reactants needed to synthesize it. The reactants are: [NH2:1][C:2]1[CH:3]=[CH:4][C:5]([CH3:25])=[C:6]([NH:8][C:9]2[CH:10]=[C:11]3[C:15](=[CH:16][CH:17]=2)[C:14](=[O:18])[N:13]([C:19]2[CH:24]=[CH:23][CH:22]=[CH:21][CH:20]=2)[CH2:12]3)[CH:7]=1.[O:26]1[CH:30]=[CH:29][C:28]([C:31](O)=[O:32])=[CH:27]1.C1C=CC2N(O)N=NC=2C=1.C1CN([P+](ON2N=NC3C=CC=CC2=3)(N2CCCC2)N2CCCC2)CC1.F[P-](F)(F)(F)(F)F.C(N(CC)C(C)C)(C)C. (2) The reactants are: [H-].[Na+].Br[CH2:4][C:5]1[C:10]([CH3:11])=[CH:9][C:8]([CH3:12])=[CH:7][C:6]=1[CH3:13].[S:14]([C:25]1[CH:30]=[CH:29][CH:28]=[CH:27][CH:26]=1)[C@H:15]1[O:23][C@@H:22]([CH3:24])[C@@H:20]([OH:21])[C@@H:18]([OH:19])[C@@H:16]1[OH:17]. Given the product [CH3:13][C:6]1[CH:7]=[C:8]([CH3:12])[CH:9]=[C:10]([CH3:11])[C:5]=1[CH2:4][O:17][C@H:16]1[C@H:18]([O:19][CH2:4][C:5]2[C:10]([CH3:11])=[CH:9][C:8]([CH3:12])=[CH:7][C:6]=2[CH3:13])[C@H:20]([O:21][CH2:4][C:5]2[C:10]([CH3:11])=[CH:9][C:8]([CH3:12])=[CH:7][C:6]=2[CH3:13])[C@H:22]([CH3:24])[O:23][C@@H:15]1[S:14][C:25]1[CH:26]=[CH:27][CH:28]=[CH:29][CH:30]=1, predict the reactants needed to synthesize it. (3) The reactants are: Cl[S:2]([C:5]1[CH:6]=[C:7]([CH:41]=[CH:42][CH:43]=1)[C:8]([NH:10][C:11]1[S:12][C:13]2[CH2:40][CH2:39][CH2:38][CH2:37][C:14]=2[C:15]=1[C:16]([NH:18][C:19]1[CH:24]=[CH:23][C:22]([CH2:25][CH2:26][C:27]2[CH:36]=[CH:35][C:30]([C:31]([O:33][CH3:34])=[O:32])=[CH:29][CH:28]=2)=[CH:21][CH:20]=1)=[O:17])=[O:9])(=[O:4])=[O:3].Cl.[NH2:45][CH2:46][CH2:47][CH2:48][C:49]([O:51][CH2:52][CH3:53])=[O:50].C(N(CC)CC)C. Given the product [CH2:52]([O:51][C:49](=[O:50])[CH2:48][CH2:47][CH2:46][NH:45][S:2]([C:5]1[CH:6]=[C:7]([CH:41]=[CH:42][CH:43]=1)[C:8]([NH:10][C:11]1[S:12][C:13]2[CH2:40][CH2:39][CH2:38][CH2:37][C:14]=2[C:15]=1[C:16]([NH:18][C:19]1[CH:24]=[CH:23][C:22]([CH2:25][CH2:26][C:27]2[CH:36]=[CH:35][C:30]([C:31]([O:33][CH3:34])=[O:32])=[CH:29][CH:28]=2)=[CH:21][CH:20]=1)=[O:17])=[O:9])(=[O:4])=[O:3])[CH3:53], predict the reactants needed to synthesize it. (4) Given the product [N:9]([CH2:2][CH2:3][CH2:4][CH2:5][CH2:6][CH2:7][OH:8])=[N+:10]=[N-:11], predict the reactants needed to synthesize it. The reactants are: Cl[CH2:2][CH2:3][CH2:4][CH2:5][CH2:6][CH2:7][OH:8].[N-:9]=[N+:10]=[N-:11].[Na+].